From a dataset of NCI-60 drug combinations with 297,098 pairs across 59 cell lines. Regression. Given two drug SMILES strings and cell line genomic features, predict the synergy score measuring deviation from expected non-interaction effect. (1) Drug 1: C1=CC(=CC=C1CC(C(=O)O)N)N(CCCl)CCCl.Cl. Drug 2: CC=C1C(=O)NC(C(=O)OC2CC(=O)NC(C(=O)NC(CSSCCC=C2)C(=O)N1)C(C)C)C(C)C. Cell line: HT29. Synergy scores: CSS=64.3, Synergy_ZIP=-2.42, Synergy_Bliss=-3.69, Synergy_Loewe=-66.0, Synergy_HSA=-6.49. (2) Drug 1: C1CCC(CC1)NC(=O)N(CCCl)N=O. Drug 2: CC1=CC=C(C=C1)C2=CC(=NN2C3=CC=C(C=C3)S(=O)(=O)N)C(F)(F)F. Cell line: NCI-H322M. Synergy scores: CSS=6.66, Synergy_ZIP=-3.59, Synergy_Bliss=1.30, Synergy_Loewe=2.01, Synergy_HSA=2.01. (3) Drug 2: CS(=O)(=O)CCNCC1=CC=C(O1)C2=CC3=C(C=C2)N=CN=C3NC4=CC(=C(C=C4)OCC5=CC(=CC=C5)F)Cl. Cell line: SK-MEL-5. Drug 1: C1CCC(CC1)NC(=O)N(CCCl)N=O. Synergy scores: CSS=17.9, Synergy_ZIP=2.99, Synergy_Bliss=12.7, Synergy_Loewe=4.08, Synergy_HSA=5.48.